The task is: Binary Classification. Given a drug SMILES string, predict its activity (active/inactive) in a high-throughput screening assay against a specified biological target.. This data is from Choline transporter screen with 302,306 compounds. (1) The compound is Fc1c(COc2c(CNc3[nH]ncn3)cccc2OC)cccc1. The result is 0 (inactive). (2) The drug is S(c1nc(nc(c1)C)C(C)C)CNC(=O)c1ccccc1. The result is 0 (inactive). (3) The compound is s1c(NC(=O)C23CC4CC(C2)CC(C3)C4)nnc1CC(C)C. The result is 0 (inactive). (4) The compound is s1c(C(=O)Nc2n(nc3c2CS(=O)C3)C(C)(C)C)ccc1. The result is 0 (inactive). (5) The drug is Clc1ccc(CN2CCN(CC2)c2ncnc3n(ncc23)Cc2ccc(cc2)C)cc1. The result is 0 (inactive). (6) The compound is O1CCN(Cc2n(c3c(n2)n(c(=O)n(c3=O)C)C)CCCC)CC1. The result is 0 (inactive).